This data is from Catalyst prediction with 721,799 reactions and 888 catalyst types from USPTO. The task is: Predict which catalyst facilitates the given reaction. (1) Reactant: [CH3:1][N:2]1[CH:6]=[C:5]([C:7]2[CH:8]=[C:9]3[C:14](=[CH:15][CH:16]=2)[N:13]([C:17]2[C:21]4[CH2:22][NH:23][CH2:24][CH2:25][C:20]=4[N:19]([CH:26]4[CH2:31][CH2:30][O:29][CH2:28][CH2:27]4)[N:18]=2)[CH2:12][CH2:11][CH2:10]3)[CH:4]=[N:3]1.[C:32](Cl)(=[O:35])[CH2:33][CH3:34].O. Product: [CH3:1][N:2]1[CH:6]=[C:5]([C:7]2[CH:8]=[C:9]3[C:14](=[CH:15][CH:16]=2)[N:13]([C:17]2[C:21]4[CH2:22][N:23]([C:32](=[O:35])[CH2:33][CH3:34])[CH2:24][CH2:25][C:20]=4[N:19]([CH:26]4[CH2:31][CH2:30][O:29][CH2:28][CH2:27]4)[N:18]=2)[CH2:12][CH2:11][CH2:10]3)[CH:4]=[N:3]1. The catalyst class is: 2. (2) Reactant: [OH:1][C:2]1[CH:3]=[C:4]2[C:9](=[CH:10][CH:11]=1)[C:8](=[O:12])[CH2:7][CH2:6][CH2:5]2.Br[CH2:14][CH:15]1[CH2:17][CH2:16]1.C([O-])([O-])=O.[K+].[K+]. Product: [CH:15]1([CH2:14][O:1][C:2]2[CH:3]=[C:4]3[C:9](=[CH:10][CH:11]=2)[C:8](=[O:12])[CH2:7][CH2:6][CH2:5]3)[CH2:17][CH2:16]1. The catalyst class is: 290. (3) Reactant: [OH:1][C:2]1[CH:15]=[CH:14][C:5]([CH2:6][CH2:7][NH:8][C:9](=[O:13])[C:10]([CH3:12])=[CH2:11])=[CH:4][CH:3]=1.[F:16][C:17]([F:32])([S:28](F)(=[O:30])=[O:29])[C:18]([F:27])([F:26])[C:19]([F:25])([F:24])[S:20](F)(=[O:22])=[O:21].C(N(CC)CC)C.[F:40][C:41]([F:47])([F:46])[S:42]([NH2:45])(=[O:44])=[O:43]. Product: [F:40][C:41]([F:47])([F:46])[S:42]([NH:45][S:20]([C:19]([F:25])([F:24])[C:18]([F:27])([F:26])[C:17]([F:32])([F:16])[S:28]([O:1][C:2]1[CH:3]=[CH:4][C:5]([CH2:6][CH2:7][NH:8][C:9](=[O:13])[C:10]([CH3:12])=[CH2:11])=[CH:14][CH:15]=1)(=[O:30])=[O:29])(=[O:22])=[O:21])(=[O:44])=[O:43]. The catalyst class is: 56.